From a dataset of Catalyst prediction with 721,799 reactions and 888 catalyst types from USPTO. Predict which catalyst facilitates the given reaction. (1) Reactant: C(=O)([O-])[O-].[K+].[K+].[NH2:7][C:8]1[C:21]([Cl:22])=[CH:20][C:19]([Cl:23])=[CH:18][C:9]=1[C:10]([N:12]=[S:13]([CH2:16][CH3:17])[CH2:14][CH3:15])=[O:11].[Cl:24][C:25]1[C:26]([N:31]2[C:35]([C:36](Cl)=[O:37])=[CH:34][C:33]([C:39]([F:42])([F:41])[F:40])=[N:32]2)=[N:27][CH:28]=[CH:29][CH:30]=1. Product: [Cl:24][C:25]1[C:26]([N:31]2[C:35]([C:36]([NH:7][C:8]3[C:9]([C:10](=[O:11])[N:12]=[S:13]([CH2:14][CH3:15])[CH2:16][CH3:17])=[CH:18][C:19]([Cl:23])=[CH:20][C:21]=3[Cl:22])=[O:37])=[CH:34][C:33]([C:39]([F:42])([F:40])[F:41])=[N:32]2)=[N:27][CH:28]=[CH:29][CH:30]=1. The catalyst class is: 4. (2) The catalyst class is: 77. Product: [F:1][C:2]1[CH:3]=[CH:4][C:5]2[O:9][C:8]([C:15]3[C:24]([N:25]([CH:27]([CH3:29])[CH3:28])[CH3:26])=[N:23][C:22]4[C:17](=[CH:18][CH:19]=[C:20]([C:30]([O:32][CH3:33])=[O:31])[CH:21]=4)[N:16]=3)=[CH:7][C:6]=2[CH:13]=1. Reactant: [F:1][C:2]1[CH:3]=[CH:4][C:5]2[O:9][C:8](B(O)O)=[CH:7][C:6]=2[CH:13]=1.Cl[C:15]1[C:24]([N:25]([CH:27]([CH3:29])[CH3:28])[CH3:26])=[N:23][C:22]2[C:17](=[CH:18][CH:19]=[C:20]([C:30]([O:32][CH2:33]C)=[O:31])[CH:21]=2)[N:16]=1.[O-]P([O-])([O-])=O.[K+].[K+].[K+].O. (3) Reactant: [CH3:1][O:2][C:3]1[CH:8]=[CH:7][CH:6]=[C:5]([O:9][CH3:10])[C:4]=1[CH:11]([NH:19]S(C(C)(C)C)=O)[CH2:12][CH2:13][CH2:14][C:15]([O:17][CH3:18])=[O:16].Cl.O1CCOCC1. Product: [NH2:19][CH:11]([C:4]1[C:5]([O:9][CH3:10])=[CH:6][CH:7]=[CH:8][C:3]=1[O:2][CH3:1])[CH2:12][CH2:13][CH2:14][C:15]([O:17][CH3:18])=[O:16]. The catalyst class is: 5. (4) The catalyst class is: 5. Product: [CH3:17][O:18][C:19]([C@@H:21]1[CH2:25][CH2:24][CH2:23][N:22]1[C:26]([NH:27][C:28]1[CH:33]=[CH:32][C:31]([S:34]([N:37]2[CH2:42][CH2:41][CH:40]([CH2:43][NH:1][CH2:2][C@H:3]([OH:4])[C:5]3[CH:6]=[CH:7][C:8]([OH:16])=[C:9]([NH:11][S:12]([CH3:15])(=[O:14])=[O:13])[CH:10]=3)[CH2:39][CH2:38]2)(=[O:35])=[O:36])=[CH:30][CH:29]=1)=[O:45])=[O:20]. Reactant: [NH2:1][CH2:2][C@@H:3]([C:5]1[CH:6]=[CH:7][C:8]([OH:16])=[C:9]([NH:11][S:12]([CH3:15])(=[O:14])=[O:13])[CH:10]=1)[OH:4].[CH3:17][O:18][C:19]([C@@H:21]1[CH2:25][CH2:24][CH2:23][N:22]1[C:26](=[O:45])[NH:27][C:28]1[CH:33]=[CH:32][C:31]([S:34]([N:37]2[CH2:42][CH2:41][CH:40]([CH:43]=O)[CH2:39][CH2:38]2)(=[O:36])=[O:35])=[CH:30][CH:29]=1)=[O:20].C(O)(=O)C.C([BH3-])#N.[Na+]. (5) Reactant: Cl[C:2]1[C:7]([N+:8]([O-:10])=[O:9])=[C:6]([NH:11][CH:12]([CH2:15][CH3:16])[CH2:13][CH3:14])[CH:5]=[C:4]([CH3:17])[N:3]=1.[CH3:18][C:19]1[CH:24]=[C:23]([CH3:25])[CH:22]=[C:21]([CH3:26])[C:20]=1[OH:27].CC(C)([O-])C.[K+]. Product: [CH2:13]([CH:12]([NH:11][C:6]1[CH:5]=[C:4]([CH3:17])[N:3]=[C:2]([O:27][C:20]2[C:21]([CH3:26])=[CH:22][C:23]([CH3:25])=[CH:24][C:19]=2[CH3:18])[C:7]=1[N+:8]([O-:10])=[O:9])[CH2:15][CH3:16])[CH3:14]. The catalyst class is: 1. (6) Reactant: CON(C)[C:4]([C:6]1[CH:7]=[N:8][N:9]([C:11]2[CH:12]=[N:13][CH:14]=[CH:15][CH:16]=2)[CH:10]=1)=[O:5].[CH3:18][Mg]Cl.[Cl-].[NH4+]. Product: [N:13]1[CH:14]=[CH:15][CH:16]=[C:11]([N:9]2[CH:10]=[C:6]([C:4](=[O:5])[CH3:18])[CH:7]=[N:8]2)[CH:12]=1. The catalyst class is: 1. (7) Reactant: [C:1](Cl)(=[O:8])[C:2]1[CH:7]=[CH:6][CH:5]=[CH:4][CH:3]=1.C([N:13]1[C:18](=[O:19])[NH:17][C:16](=[O:20])[C:15]([C:21]2[CH:26]=[CH:25][CH:24]=[CH:23][CH:22]=2)=[N:14]1)(=O)C.N1C=CC=CC=1.Cl.O. Product: [C:21]1([C:15]2[C:16](=[O:20])[N:17]([C:1](=[O:8])[C:2]3[CH:7]=[CH:6][CH:5]=[CH:4][CH:3]=3)[C:18](=[O:19])[NH:13][N:14]=2)[CH:22]=[CH:23][CH:24]=[CH:25][CH:26]=1. The catalyst class is: 12.